From a dataset of Forward reaction prediction with 1.9M reactions from USPTO patents (1976-2016). Predict the product of the given reaction. Given the reactants [Cl:1][C:2]1[CH:7]=[CH:6][C:5]([N+:8]([O-:10])=[O:9])=[C:4](F)[CH:3]=1.[NH2:12][CH:13]1[CH2:18][CH2:17][N:16]([C:19]([O:21][C:22]([CH3:25])([CH3:24])[CH3:23])=[O:20])[CH2:15][CH2:14]1.O.C(OCC)(=O)C, predict the reaction product. The product is: [Cl:1][C:2]1[CH:7]=[CH:6][C:5]([N+:8]([O-:10])=[O:9])=[C:4]([NH:12][CH:13]2[CH2:14][CH2:15][N:16]([C:19]([O:21][C:22]([CH3:25])([CH3:24])[CH3:23])=[O:20])[CH2:17][CH2:18]2)[CH:3]=1.